This data is from Full USPTO retrosynthesis dataset with 1.9M reactions from patents (1976-2016). The task is: Predict the reactants needed to synthesize the given product. (1) Given the product [CH2:1]([O:8][C:9]1[CH:10]=[C:11]([CH2:17][CH:18]([NH:22][CH:23]=[O:24])[CH:19]([CH3:20])[CH3:21])[CH:12]=[CH:13][C:14]=1[O:15][CH3:16])[C:2]1[CH:3]=[CH:4][CH:5]=[CH:6][CH:7]=1, predict the reactants needed to synthesize it. The reactants are: [CH2:1]([O:8][C:9]1[CH:10]=[C:11]([CH2:17][CH:18]([NH2:22])[CH:19]([CH3:21])[CH3:20])[CH:12]=[CH:13][C:14]=1[O:15][CH3:16])[C:2]1[CH:7]=[CH:6][CH:5]=[CH:4][CH:3]=1.[CH:23](O)=[O:24]. (2) Given the product [NH2:13][C:3]1[CH:4]=[C:5]([CH:8]([CH3:12])[C:9]([OH:11])=[O:10])[CH:6]=[CH:7][C:2]=1[NH2:1], predict the reactants needed to synthesize it. The reactants are: [NH2:1][C:2]1[CH:7]=[CH:6][C:5]([CH:8]([CH3:12])[C:9]([OH:11])=[O:10])=[CH:4][C:3]=1[N+:13]([O-])=O. (3) The reactants are: [F:1][C:2]([F:51])([F:50])[C:3]1[CH:4]=[C:5]([CH:13]2[C:17]3([CH2:19][CH2:18]3)[N:16]([CH2:20][C:21]3[C:26]([C:27]4[CH:28]=[C:29]([C:35]5[CH:40]=[CH:39][C:38]([C:41]([O:43]C)=[O:42])=[CH:37][C:36]=5[CH3:45])[CH:30]=[CH:31][C:32]=4[O:33][CH3:34])=[CH:25][N:24]=[C:23]([N:46]([CH3:48])[CH3:47])[N:22]=3)[C:15](=[O:49])[O:14]2)[CH:6]=[C:7]([C:9]([F:12])([F:11])[F:10])[CH:8]=1.[OH-].[Li+].C(O)(C(F)(F)F)=O. Given the product [F:51][C:2]([F:1])([F:50])[C:3]1[CH:4]=[C:5]([CH:13]2[C:17]3([CH2:18][CH2:19]3)[N:16]([CH2:20][C:21]3[C:26]([C:27]4[CH:28]=[C:29]([C:35]5[CH:40]=[CH:39][C:38]([C:41]([OH:43])=[O:42])=[CH:37][C:36]=5[CH3:45])[CH:30]=[CH:31][C:32]=4[O:33][CH3:34])=[CH:25][N:24]=[C:23]([N:46]([CH3:47])[CH3:48])[N:22]=3)[C:15](=[O:49])[O:14]2)[CH:6]=[C:7]([C:9]([F:10])([F:11])[F:12])[CH:8]=1, predict the reactants needed to synthesize it.